This data is from Reaction yield outcomes from USPTO patents with 853,638 reactions. The task is: Predict the reaction yield, written as a fraction of the theoretical maximum amount of product (1.0 means a 100% yield; for example, 0.34 means a 34% yield). (1) The reactants are [CH2:1]([CH:3]([CH2:27][CH3:28])[CH:4]([NH:16][C:17]1[CH:26]=[CH:25][C:20]([C:21]([O:23]C)=[O:22])=[CH:19][CH:18]=1)[C:5]1[O:6][C:7]2[CH:14]=[CH:13][C:12]([F:15])=[CH:11][C:8]=2[C:9]=1[CH3:10])[CH3:2].O1CCCC1.[OH-].[Na+]. The catalyst is C(O)C. The product is [CH2:27]([CH:3]([CH2:1][CH3:2])[CH:4]([NH:16][C:17]1[CH:18]=[CH:19][C:20]([C:21]([OH:23])=[O:22])=[CH:25][CH:26]=1)[C:5]1[O:6][C:7]2[CH:14]=[CH:13][C:12]([F:15])=[CH:11][C:8]=2[C:9]=1[CH3:10])[CH3:28]. The yield is 0.610. (2) The reactants are [Br:1][C:2]1[CH:7]=[C:6]([O:8]C)[CH:5]=[CH:4][C:3]=1[Cl:10].[C:11](Cl)(=[O:13])[CH3:12].[Cl-].[Cl-].[Cl-].[Al+3]. The yield is 0.990. The product is [Br:1][C:2]1[C:3]([Cl:10])=[CH:4][C:5]([C:11](=[O:13])[CH3:12])=[C:6]([OH:8])[CH:7]=1. The catalyst is C(=S)=S. (3) The reactants are [NH:1]([C:3]1[N:4]=[C:5]2[CH:19]=[C:18]([CH3:20])[CH:17]=[N:16][C:6]2=[N:7][C:8]=1[N:9]1[CH2:14][CH2:13][N:12]([CH3:15])[CH2:11][CH2:10]1)[NH2:2].[CH:21](OC)(OC)OC. The catalyst is CCOCC. The product is [CH3:20][C:18]1[CH:17]=[N:16][C:6]2[N:7]=[C:8]([N:9]3[CH2:10][CH2:11][N:12]([CH3:15])[CH2:13][CH2:14]3)[C:3]3[N:4]([CH:21]=[N:2][N:1]=3)[C:5]=2[CH:19]=1. The yield is 0.310. (4) The reactants are C(OC([N:8]1[CH2:13][CH2:12][CH2:11][C@@H:10]([C:14]([NH:16][NH:17][C:18]([C@H:20]2[CH2:26][CH2:25][C@@H:24]3[CH2:27][N:21]2[C:22](=[O:33])[N:23]3[O:28][CH2:29][C:30]([OH:32])=[O:31])=[O:19])=[O:15])[CH2:9]1)=O)(C)(C)C.FC(F)(F)C(O)=O. The catalyst is ClCCl. The product is [O:33]=[C:22]1[N:21]2[CH2:27][C@@H:24]([CH2:25][CH2:26][C@@H:20]2[C:18]([NH:17][NH:16][C:14]([C@@H:10]2[CH2:11][CH2:12][CH2:13][NH:8][CH2:9]2)=[O:15])=[O:19])[N:23]1[O:28][CH2:29][C:30]([OH:32])=[O:31]. The yield is 0.500.